Task: Predict the reaction yield, written as a fraction of the theoretical maximum amount of product (1.0 means a 100% yield; for example, 0.34 means a 34% yield).. Dataset: Reaction yield outcomes from USPTO patents with 853,638 reactions (1) The catalyst is C1COCC1. The yield is 0.530. The reactants are [Br:1][C:2]1[CH:7]=[CH:6][C:5]([C:8]2[C:12]3[CH:13]=[CH:14][C:15]([O:17][CH2:18][C:19](N(OC)C)=[O:20])=[CH:16][C:11]=3[S:10][N:9]=2)=[CH:4][CH:3]=1.[CH3:25][Mg]Br.[NH4+].[Cl-]. The product is [Br:1][C:2]1[CH:7]=[CH:6][C:5]([C:8]2[C:12]3[CH:13]=[CH:14][C:15]([O:17][CH2:18][C:19](=[O:20])[CH3:25])=[CH:16][C:11]=3[S:10][N:9]=2)=[CH:4][CH:3]=1. (2) The reactants are [C:1]([CH:3]1[CH2:5][CH2:4]1)#[CH:2].C(N(CC)CC)C.Br[C:14]1[CH:35]=[CH:34][C:17]([C:18]([NH:20][S:21]([C:24]2[CH:29]=[CH:28][CH:27]=[CH:26][C:25]=2[S:30](=[O:33])(=[O:32])[NH2:31])(=[O:23])=[O:22])=[O:19])=[CH:16][C:15]=1[O:36][CH3:37]. The catalyst is CN(C)C=O.C1C=CC([P]([Pd]([P](C2C=CC=CC=2)(C2C=CC=CC=2)C2C=CC=CC=2)([P](C2C=CC=CC=2)(C2C=CC=CC=2)C2C=CC=CC=2)[P](C2C=CC=CC=2)(C2C=CC=CC=2)C2C=CC=CC=2)(C2C=CC=CC=2)C2C=CC=CC=2)=CC=1.[Cu]I. The product is [CH:3]1([C:1]#[C:2][C:14]2[CH:35]=[CH:34][C:17]([C:18]([NH:20][S:21]([C:24]3[CH:29]=[CH:28][CH:27]=[CH:26][C:25]=3[S:30](=[O:32])(=[O:33])[NH2:31])(=[O:22])=[O:23])=[O:19])=[CH:16][C:15]=2[O:36][CH3:37])[CH2:5][CH2:4]1. The yield is 0.480. (3) The yield is 0.500. The reactants are [F:1][C:2]1[CH:10]=[CH:9][CH:8]=[C:7]2[C:3]=1[CH2:4][N:5]([C:11]([O:13][C@H:14]1[CH2:31][N:30]3[C@H:16]([C:17](=[O:51])[NH:18][C@:19]4([C:42](=[O:50])[NH:43][S:44]([CH:47]5[CH2:49][CH2:48]5)(=[O:46])=[O:45])[CH2:41][C@H:20]4[CH:21]=[CH:22][CH2:23][O:24][CH2:25][CH2:26][CH2:27][C@H:28]([NH:33][C:34]([O:36][C:37]([CH3:40])([CH3:39])[CH3:38])=[O:35])[C:29]3=[O:32])[CH2:15]1)=[O:12])[CH2:6]2.[H][H].O.S([O-])(O)(=O)=O.[K+]. The catalyst is C(OCC)(=O)C. The product is [F:1][C:2]1[CH:10]=[CH:9][CH:8]=[C:7]2[C:3]=1[CH2:4][N:5]([C:11]([O:13][C@H:14]1[CH2:31][N:30]3[C@H:16]([C:17](=[O:51])[NH:18][C@:19]4([C:42](=[O:50])[NH:43][S:44]([CH:47]5[CH2:49][CH2:48]5)(=[O:45])=[O:46])[CH2:41][C@H:20]4[CH2:21][CH2:22][CH2:23][O:24][CH2:25][CH2:26][CH2:27][C@H:28]([NH:33][C:34]([O:36][C:37]([CH3:39])([CH3:40])[CH3:38])=[O:35])[C:29]3=[O:32])[CH2:15]1)=[O:12])[CH2:6]2. (4) The reactants are [CH3:1][O:2][C:3]([CH:5]1[CH2:9][C:8]([C:10]2[CH:15]=[C:14]([C:16]3[CH:21]=[CH:20][C:19]([O:22][CH:23]([CH3:25])[CH3:24])=[C:18]([Cl:26])[CH:17]=3)[N:13]=[CH:12][N:11]=2)=[CH:7][N:6]1[C:27]([O:29][C:30]([CH3:33])([CH3:32])[CH3:31])=[O:28])=[O:4]. The catalyst is [Pd].CCOC(C)=O. The product is [CH3:1][O:2][C:3]([CH:5]1[CH2:9][CH:8]([C:10]2[CH:15]=[C:14]([C:16]3[CH:21]=[CH:20][C:19]([O:22][CH:23]([CH3:25])[CH3:24])=[C:18]([Cl:26])[CH:17]=3)[N:13]=[CH:12][N:11]=2)[CH2:7][N:6]1[C:27]([O:29][C:30]([CH3:32])([CH3:31])[CH3:33])=[O:28])=[O:4]. The yield is 0.220. (5) The reactants are [C:1]([O:5][C:6]([NH:8][C@H:9]([CH:29]=O)[CH2:10][C:11]1[CH:28]=[CH:27][C:14]([O:15][CH2:16][C:17]2[CH:26]=[CH:25][C:20]([C:21]([O:23][CH3:24])=[O:22])=[CH:19][CH:18]=2)=[CH:13][CH:12]=1)=[O:7])([CH3:4])([CH3:3])[CH3:2].Cl.[NH2:32][OH:33].C(=O)([O-])[O-].[Na+].[Na+]. The catalyst is CO.O. The product is [C:1]([O:5][C:6]([NH:8][C@H:9](/[CH:29]=[N:32]/[OH:33])[CH2:10][C:11]1[CH:28]=[CH:27][C:14]([O:15][CH2:16][C:17]2[CH:26]=[CH:25][C:20]([C:21]([O:23][CH3:24])=[O:22])=[CH:19][CH:18]=2)=[CH:13][CH:12]=1)=[O:7])([CH3:4])([CH3:3])[CH3:2]. The yield is 0.750. (6) The reactants are C([O-])([O-])=O.[Cs+].[Cs+].[OH:7][C:8]1[C:13]2[CH:14]=[C:15]([CH3:17])[O:16][C:12]=2[CH:11]=[C:10]([C:18]([O:20]CC)=O)[CH:9]=1.F[C:24]1[CH:29]=[CH:28][C:27]([S:30]([CH3:33])(=[O:32])=[O:31])=[CH:26][CH:25]=1.[CH3:34][N:35]1[CH:39]=[CH:38][C:37]([NH2:40])=[N:36]1.CN(C(ON1N=NC2C=CC=NC1=2)=[N+](C)C)C.F[P-](F)(F)(F)(F)F. The catalyst is CN(C=O)C. The product is [CH3:33][S:30]([C:27]1[CH:28]=[CH:29][C:24]([O:7][C:8]2[C:13]3[CH:14]=[C:15]([CH3:17])[O:16][C:12]=3[CH:11]=[C:10]([C:18]([NH:40][C:37]3[CH:38]=[CH:39][N:35]([CH3:34])[N:36]=3)=[O:20])[CH:9]=2)=[CH:25][CH:26]=1)(=[O:32])=[O:31]. The yield is 0.0400. (7) The yield is 0.350. The catalyst is CN(C)C=O.C1(C)C=CC=CC=1. The reactants are [CH2:1]([O:3][P:4]([CH2:9][C:10]([O:12][C:13]([CH3:16])([CH3:15])[CH3:14])=[O:11])([O:6][CH2:7][CH3:8])=[O:5])[CH3:2].[H-].[Na+].Br[CH2:20][C:21]1[N:22]=[CH:23][S:24][CH:25]=1. The product is [CH2:7]([O:6][P:4]([CH:9]([CH2:20][C:21]1[N:22]=[CH:23][S:24][CH:25]=1)[C:10]([O:12][C:13]([CH3:14])([CH3:16])[CH3:15])=[O:11])([O:3][CH2:1][CH3:2])=[O:5])[CH3:8]. (8) The reactants are O[CH:2]([C:4]1[CH:5]=[C:6]([C:22]([NH:24][CH2:25][C:26]2[CH:31]=[CH:30][C:29]([S:32]([CH3:35])(=[O:34])=[O:33])=[CH:28][CH:27]=2)=[O:23])[C:7](=[O:21])[N:8]([C:11]2[CH:16]=[CH:15][CH:14]=[C:13]([C:17]([F:20])([F:19])[F:18])[CH:12]=2)[C:9]=1[CH3:10])[CH3:3].S(Cl)(Cl)=O.[N-:40]=[N+:41]=[N-:42].[Na+]. The catalyst is C(Cl)Cl.O. The product is [N:40]([CH:2]([C:4]1[CH:5]=[C:6]([C:22]([NH:24][CH2:25][C:26]2[CH:31]=[CH:30][C:29]([S:32]([CH3:35])(=[O:34])=[O:33])=[CH:28][CH:27]=2)=[O:23])[C:7](=[O:21])[N:8]([C:11]2[CH:16]=[CH:15][CH:14]=[C:13]([C:17]([F:18])([F:20])[F:19])[CH:12]=2)[C:9]=1[CH3:10])[CH3:3])=[N+:41]=[N-:42]. The yield is 0.370. (9) The reactants are [C:1]([O:5][C:6](=[O:25])[NH:7][C@H:8]1[CH2:13][CH2:12][C@H:11]([NH:14][C@@H:15]2[C:24]3[N:23]=[CH:22][CH:21]=[CH:20][C:19]=3[CH2:18][CH2:17][CH2:16]2)[CH2:10][CH2:9]1)([CH3:4])([CH3:3])[CH3:2].[C:26]([O:30][C:31]([N:33]1[C:37]2[CH:38]=[CH:39][CH:40]=[CH:41][C:36]=2[N:35]=[C:34]1[CH2:42]Cl)=[O:32])([CH3:29])([CH3:28])[CH3:27].C(N(C(C)C)CC)(C)C.[I-].[K+]. The catalyst is C(#N)C. The product is [C:26]([O:30][C:31]([N:33]1[C:37]2[CH:38]=[CH:39][CH:40]=[CH:41][C:36]=2[N:35]=[C:34]1[CH2:42][N:14]([C@H:11]1[CH2:12][CH2:13][C@H:8]([NH:7][C:6]([O:5][C:1]([CH3:4])([CH3:2])[CH3:3])=[O:25])[CH2:9][CH2:10]1)[CH:15]1[C:24]2[N:23]=[CH:22][CH:21]=[CH:20][C:19]=2[CH2:18][CH2:17][CH2:16]1)=[O:32])([CH3:29])([CH3:28])[CH3:27]. The yield is 0.560.